Predict the product of the given reaction. From a dataset of Forward reaction prediction with 1.9M reactions from USPTO patents (1976-2016). (1) Given the reactants C1(P(C2C=CC=CC=2)C2C=CC=CC=2)C=CC=CC=1.O1CCCC1.Br[C:26]1[N:34]2[C:29]([CH:30]=[N:31][C:32]([NH:35]C3C=CC(N4CCC(N5CCN(C)CC5)CC4)=CC=3OC)=[N:33]2)=[CH:28][CH:27]=1.[N:57]1[CH:62]=[CH:61][CH:60]=[C:59](B(O)O)[CH:58]=1.C(=O)([O-])[O-].[Na+].[Na+].O.C(O)C, predict the reaction product. The product is: [N:57]1[CH:62]=[CH:61][CH:60]=[C:59]([C:26]2[N:34]3[C:29]([CH:30]=[N:31][C:32]([NH2:35])=[N:33]3)=[CH:28][CH:27]=2)[CH:58]=1. (2) Given the reactants [H-].[Na+].[Cl:3][C:4]1[CH:5]=[C:6]2[C:11](=[CH:12][CH:13]=1)[NH:10][C:9](=[O:14])[C:8]([C:15]#[N:16])=[C:7]2[OH:17].[F:18][C:19]([F:38])([F:37])[S:20](N(C1C=CC=CC=1)[S:20]([C:19]([F:38])([F:37])[F:18])(=[O:22])=[O:21])(=[O:22])=[O:21].O, predict the reaction product. The product is: [Cl:3][C:4]1[CH:5]=[C:6]2[C:11](=[CH:12][CH:13]=1)[NH:10][C:9](=[O:14])[C:8]([C:15]#[N:16])=[C:7]2[O:17][S:20]([C:19]([F:38])([F:37])[F:18])(=[O:22])=[O:21]. (3) Given the reactants [F:1][C:2]1[CH:24]=[C:23]([CH:25]=[O:26])[CH:22]=[CH:21][C:3]=1[C:4]([NH:6][C:7]1[CH:12]=[C:11]([S:13][C:14]2[CH:19]=[CH:18][CH:17]=[CH:16][CH:15]=2)[CH:10]=[CH:9][C:8]=1O)=[O:5].C1(C)C=CC(S([O-])(=O)=O)=CC=1.[NH+]1C=CC=CC=1, predict the reaction product. The product is: [F:1][C:2]1[CH:24]=[C:23]([CH:22]=[CH:21][C:3]=1[C:4]1[O:5][C:8]2[CH:9]=[CH:10][C:11]([S:13][C:14]3[CH:15]=[CH:16][CH:17]=[CH:18][CH:19]=3)=[CH:12][C:7]=2[N:6]=1)[CH:25]=[O:26].